From a dataset of Reaction yield outcomes from USPTO patents with 853,638 reactions. Predict the reaction yield, written as a fraction of the theoretical maximum amount of product (1.0 means a 100% yield; for example, 0.34 means a 34% yield). The reactants are [C:1]([C:9]1[CH:10]=[C:11]([CH:15]=[CH:16][CH:17]=1)[C:12]([OH:14])=[O:13])(=[O:8])[C:2]1[CH:7]=[CH:6][CH:5]=[CH:4][CH:3]=1.OS(O)(=O)=O.[CH3:23]O. The catalyst is C(OCC)(=O)C. The product is [CH3:23][O:13][C:12](=[O:14])[C:11]1[CH:15]=[CH:16][CH:17]=[C:9]([C:1](=[O:8])[C:2]2[CH:3]=[CH:4][CH:5]=[CH:6][CH:7]=2)[CH:10]=1. The yield is 1.00.